From a dataset of Full USPTO retrosynthesis dataset with 1.9M reactions from patents (1976-2016). Predict the reactants needed to synthesize the given product. (1) The reactants are: [Cl:1][C:2]1[CH:3]=[CH:4][C:5]([O:11][CH2:12][O:13][CH2:14][CH2:15][O:16][CH3:17])=[C:6]([CH:10]=1)[C:7]([OH:9])=O.[C:18]([O:22][C:23](=[O:39])[NH:24][CH:25]1[CH2:30][CH2:29][N:28]([C:31]2[CH:36]=[CH:35][C:34]([NH2:37])=[CH:33][C:32]=2[F:38])[CH2:27][CH2:26]1)([CH3:21])([CH3:20])[CH3:19].Cl.C(N=C=NCCCN(C)C)C.ClCCl. Given the product [C:18]([O:22][C:23](=[O:39])[NH:24][CH:25]1[CH2:30][CH2:29][N:28]([C:31]2[CH:36]=[CH:35][C:34]([NH:37][C:7](=[O:9])[C:6]3[CH:10]=[C:2]([Cl:1])[CH:3]=[CH:4][C:5]=3[O:11][CH2:12][O:13][CH2:14][CH2:15][O:16][CH3:17])=[CH:33][C:32]=2[F:38])[CH2:27][CH2:26]1)([CH3:21])([CH3:19])[CH3:20], predict the reactants needed to synthesize it. (2) Given the product [CH3:5][N:1]1[CH2:6][CH2:5][N:1]([CH3:6])[CH2:10][CH2:9][N:8]([CH2:7][CH2:2][N:1]2[CH2:2][CH2:7][N:8]([CH3:10])[CH2:9][CH2:10][N:8]([CH3:9])[CH2:5][CH2:6]2)[CH2:7][CH2:2]1, predict the reactants needed to synthesize it. The reactants are: [N:1]1[CH:6]=[CH:5]C=C[C:2]=1[C:7]1C=C[CH:10]=[CH:9][N:8]=1. (3) Given the product [F:15][C:16]([F:25])([F:26])[O:17][C:18]1[CH:19]=[C:20]([CH:22]=[CH:23][CH:24]=1)[NH:21][C:2]1[CH:7]=[C:6]([CH3:8])[N:5]=[C:4]([C:9]2[CH:14]=[CH:13][CH:12]=[CH:11][N:10]=2)[N:3]=1, predict the reactants needed to synthesize it. The reactants are: Cl[C:2]1[CH:7]=[C:6]([CH3:8])[N:5]=[C:4]([C:9]2[CH:14]=[CH:13][CH:12]=[CH:11][N:10]=2)[N:3]=1.[F:15][C:16]([F:26])([F:25])[O:17][C:18]1[CH:19]=[C:20]([CH:22]=[CH:23][CH:24]=1)[NH2:21]. (4) Given the product [F:28][C:22]1[CH:23]=[C:24]([F:27])[CH:25]=[CH:26][C:21]=1[O:20][CH:4]([C:5]1[CH:10]=[CH:9][C:8]([S:11]([CH:14]2[CH2:15][CH2:16][O:17][CH2:18][CH2:19]2)(=[O:13])=[O:12])=[CH:7][CH:6]=1)[C:3]([OH:29])=[O:2], predict the reactants needed to synthesize it. The reactants are: C[O:2][C:3](=[O:29])[CH:4]([O:20][C:21]1[CH:26]=[CH:25][C:24]([F:27])=[CH:23][C:22]=1[F:28])[C:5]1[CH:10]=[CH:9][C:8]([S:11]([CH:14]2[CH2:19][CH2:18][O:17][CH2:16][CH2:15]2)(=[O:13])=[O:12])=[CH:7][CH:6]=1.O.[OH-].[Li+].